From a dataset of NCI-60 drug combinations with 297,098 pairs across 59 cell lines. Regression. Given two drug SMILES strings and cell line genomic features, predict the synergy score measuring deviation from expected non-interaction effect. Drug 1: CN1C2=C(C=C(C=C2)N(CCCl)CCCl)N=C1CCCC(=O)O.Cl. Drug 2: C(CC(=O)O)C(=O)CN.Cl. Cell line: SF-539. Synergy scores: CSS=14.2, Synergy_ZIP=-5.93, Synergy_Bliss=-3.58, Synergy_Loewe=-1.75, Synergy_HSA=-0.198.